Dataset: Experimentally validated miRNA-target interactions with 360,000+ pairs, plus equal number of negative samples. Task: Binary Classification. Given a miRNA mature sequence and a target amino acid sequence, predict their likelihood of interaction. (1) The miRNA is hsa-miR-4427 with sequence UCUGAAUAGAGUCUGAAGAGU. The protein sequence of the target gene is MTRKIFTNTRERWRQQNVNSAFAKLRKLIPTHPPDKKLSKNETLRLAMRYINFLVKVLGEQSLQQTGVAAQGNILGLFPQGPHLPGLEDRTLLENYQVPSPGPSHHIP. Result: 0 (no interaction). (2) The miRNA is ath-miR842 with sequence UCAUGGUCAGAUCCGUCAUCC. The protein sequence of the target gene is MDPDQSIKGTKKADGSPRKRLTKGEAIQTSVSSSAPYPGSGTTAPSESATQELLATQPFSGPSQEKTGQQQKPARRPSIEASVHISQLPQHPLTPAFMSPGKPEHLLEGSTWQLVDPMRPGPSGSFVAPGLHPQSQLLPSHASILPPEELPGIPKVFVPRPSQVSLKPAEEAHKKERKPQKPGKYICQYCSRPCAKPSVLQKHIRSHTGERPYPCGPCGFSFKTKSNLYKHRKSHAHRIKAGLASGSSSEMYPPGLEMERIPGEEFEEPTEGESTDSEEETGAASGPSTDVLPKPKHPLL.... Result: 0 (no interaction). (3) The miRNA is hsa-miR-214-3p with sequence ACAGCAGGCACAGACAGGCAGU. The protein sequence of the target gene is MPIPPPPPPPPGPPPPPTFNQANTEQPKLSRDEQRNRGALLQDICKGTKLKKVTNVNDRSAPVIEKPRGSSGGYGPGAAALQPKGGLFQGGVPKLRPVGAKDASEAPAGKPALQVPSSRAAAPRPPGSAASGRPHDDTDSNRASLPELPRMQRPSLPDLSRPNTASGTGMKHSSSAPPPPPPGRRANAPPTPLPLHSNKAQAYNREKPLPPTPGQRLHPGREGHPAPPPVKPPPSPVNIRTGPSGQSLAPPPPPYRQPPGVPNGPSSPTNESAPELPQRHNSLHRKTPGPVRGLAPPPPT.... Result: 0 (no interaction). (4) The miRNA is hsa-miR-378a-5p with sequence CUCCUGACUCCAGGUCCUGUGU. The protein sequence of the target gene is MKHVLNLYLLGVVLTLLSIFVRVMESLEGLLESPSPGTSWTTRSQLANTEPTKGLPDHPSRSM. Result: 1 (interaction). (5) Result: 0 (no interaction). The protein sequence of the target gene is MFRRTLNRLCAGEEKRVGTRTVFVGNHPISGTEPYIAQRFCDNRIVSSKYTLWNFLPKNLFEQFRRIANFYFLIIFLVQVTVDTPTSPVTSGLPLFFVITVTAIKQGYEDWLRHRADNEVNKSAVYIIENAKRVRKESEKIKVGDVVEVQANETFPCDLILLSSCTTDGTCYVTTASLDGESNCKTHYAVRDTIALCTAESIDNLRATIECEQPQPDLYRFVGRISIYSNSIEAVARSLGPENLLLKGATLKNTKKIYGVAVYTGMETKMALNYQGKSQKCSAVEKSINAFLIVYLFILL.... The miRNA is hsa-miR-6835-5p with sequence AGGGGGUAGAAAGUGGCUGAAG.